This data is from Forward reaction prediction with 1.9M reactions from USPTO patents (1976-2016). The task is: Predict the product of the given reaction. (1) Given the reactants [CH:1]([N:4]1[C:8]2[N:9]=[C:10]([N:16]3[CH2:21][CH2:20][N:19]([CH3:22])[CH2:18][CH2:17]3)[CH:11]=[C:12]([C:13]([OH:15])=O)[C:7]=2[CH:6]=[N:5]1)([CH3:3])[CH3:2].[NH2:23][CH2:24][C:25]1[C:26](=[O:33])[NH:27][C:28]([CH3:32])=[CH:29][C:30]=1[CH3:31].C1CN([P+](ON2N=NC3C=CC=CC2=3)(N2CCCC2)N2CCCC2)CC1.F[P-](F)(F)(F)(F)F.C([O-])(O)=O.[Na+], predict the reaction product. The product is: [CH3:31][C:30]1[CH:29]=[C:28]([CH3:32])[NH:27][C:26](=[O:33])[C:25]=1[CH2:24][NH:23][C:13]([C:12]1[C:7]2[CH:6]=[N:5][N:4]([CH:1]([CH3:2])[CH3:3])[C:8]=2[N:9]=[C:10]([N:16]2[CH2:17][CH2:18][N:19]([CH3:22])[CH2:20][CH2:21]2)[CH:11]=1)=[O:15]. (2) The product is: [OH:13][C@@H:12]([C:3]1[CH:4]=[CH:5][C:6]2[C:7](=[O:11])[O:8][CH2:9][C:10]=2[C:2]=1[CH3:1])[CH2:14][N:31]1[CH2:32][CH2:33][N:28]([CH2:27][CH2:26][C:17]2[CH:18]=[CH:19][C:20]3[C:21](=[O:25])[O:22][CH2:23][C:24]=3[C:16]=2[CH3:15])[CH2:29][CH2:30]1. Given the reactants [CH3:1][C:2]1[C:10]2[CH2:9][O:8][C:7](=[O:11])[C:6]=2[CH:5]=[CH:4][C:3]=1[C@H:12]1[CH2:14][O:13]1.[CH3:15][C:16]1[C:24]2[CH2:23][O:22][C:21](=[O:25])[C:20]=2[CH:19]=[CH:18][C:17]=1[CH2:26][CH2:27][N:28]1[CH2:33][CH2:32][NH:31][CH2:30][CH2:29]1, predict the reaction product. (3) Given the reactants [CH2:1]([O:5][C:6]1[CH:10]=[C:9]([CH2:11][CH2:12][S:13]([NH2:16])(=[O:15])=[O:14])[N:8]([CH2:17][C:18]2[CH:23]=[CH:22][C:21]([Cl:24])=[CH:20][C:19]=2[Cl:25])[N:7]=1)[CH2:2][CH2:3][CH3:4].C(N(CC)C(C)C)(C)C.Cl[C:36]([O:38][CH2:39][CH2:40][CH3:41])=[O:37], predict the reaction product. The product is: [CH2:1]([O:5][C:6]1[CH:10]=[C:9]([CH2:11][CH2:12][S:13]([NH:16][C:36](=[O:37])[O:38][CH2:39][CH2:40][CH3:41])(=[O:14])=[O:15])[N:8]([CH2:17][C:18]2[CH:23]=[CH:22][C:21]([Cl:24])=[CH:20][C:19]=2[Cl:25])[N:7]=1)[CH2:2][CH2:3][CH3:4]. (4) The product is: [CH3:1][O:2][C:3]1[CH:4]=[C:5]2[C:6]([C:13](=[O:12])[C:14]([C:15]([O:17][CH2:18][CH3:19])=[O:16])=[CH:20][NH:9]2)=[CH:7][CH:8]=1. Given the reactants [CH3:1][O:2][C:3]1[CH:8]=[CH:7][CH:6]=[C:5]([NH2:9])[CH:4]=1.C([O:12][CH:13]=[C:14]([C:20](OCC)=O)[C:15]([O:17][CH2:18][CH3:19])=[O:16])C.C(C1C=NC2C(C=1)=CC=C(OC1C3C(=CC(OCC4CCN(C)CC4)=C(OC)C=3)N=CN=1)C=2)#N, predict the reaction product.